Predict the product of the given reaction. From a dataset of Forward reaction prediction with 1.9M reactions from USPTO patents (1976-2016). (1) Given the reactants [F:1][C:2]([F:15])([F:14])[S:3]([O:6]S(C(F)(F)F)(=O)=O)(=[O:5])=[O:4].[Br:16][C:17]1[CH:22]=[CH:21][C:20](O)=[C:19]([CH:24]([CH3:26])[CH3:25])[CH:18]=1.N1C=CC=CC=1.Cl, predict the reaction product. The product is: [F:1][C:2]([F:15])([F:14])[S:3]([O:6][C:20]1[CH:21]=[CH:22][C:17]([Br:16])=[CH:18][C:19]=1[CH:24]([CH3:26])[CH3:25])(=[O:5])=[O:4]. (2) Given the reactants Br[C:2]1[CH:3]=[C:4]([NH:8][CH:9]([C:13]2[CH:18]=[CH:17][CH:16]=[CH:15][C:14]=2[F:19])[C:10]([NH2:12])=[O:11])[CH:5]=[N:6][CH:7]=1.C([O-])([O-])=O.[K+].[K+].[Cl:26][C:27]1[CH:28]=[CH:29][C:30]([F:36])=[C:31](B(O)O)[CH:32]=1, predict the reaction product. The product is: [Cl:26][C:27]1[CH:32]=[CH:31][C:30]([F:36])=[C:29]([C:2]2[CH:3]=[C:4]([NH:8][CH:9]([C:13]3[CH:18]=[CH:17][CH:16]=[CH:15][C:14]=3[F:19])[C:10]([NH2:12])=[O:11])[CH:5]=[N:6][CH:7]=2)[CH:28]=1.